Predict the product of the given reaction. From a dataset of Forward reaction prediction with 1.9M reactions from USPTO patents (1976-2016). (1) Given the reactants [OH:1][C:2]1[CH:7]=[CH:6][C:5]([CH2:8][CH2:9][C:10]([O:12][CH3:13])=[O:11])=[CH:4][CH:3]=1.[CH3:14][N:15]([CH2:17][CH2:18]O)[CH3:16].C1(P(C2C=CC=CC=2)C2C=CC=CC=2)C=CC=CC=1.CC(OC(/N=N/C(OC(C)C)=O)=O)C, predict the reaction product. The product is: [CH3:14][N:15]([CH3:16])[CH2:17][CH2:18][O:1][C:2]1[CH:3]=[CH:4][C:5]([CH2:8][CH2:9][C:10]([O:12][CH3:13])=[O:11])=[CH:6][CH:7]=1. (2) Given the reactants [O-:1][C:2]#[N:3].[K+].Cl.[CH3:6][C:7]1[CH:8]=[C:9]([C:24]2[CH:25]=[N:26][N:27]([CH2:29][C:30]3([OH:36])[CH2:35][CH2:34][NH:33][CH2:32][CH2:31]3)[CH:28]=2)[CH:10]=[C:11]([NH:13][C:14]2[N:19]=[C:18]([C:20]([F:23])([F:22])[F:21])[CH:17]=[CH:16][N:15]=2)[CH:12]=1.C(=O)(O)[O-].[Na+], predict the reaction product. The product is: [OH:36][C:30]1([CH2:29][N:27]2[CH:28]=[C:24]([C:9]3[CH:10]=[C:11]([NH:13][C:14]4[N:19]=[C:18]([C:20]([F:22])([F:23])[F:21])[CH:17]=[CH:16][N:15]=4)[CH:12]=[C:7]([CH3:6])[CH:8]=3)[CH:25]=[N:26]2)[CH2:35][CH2:34][N:33]([C:2]([NH2:3])=[O:1])[CH2:32][CH2:31]1. (3) Given the reactants [CH2:1]([O:8][C:9]1[CH:18]=[C:17]2[C:12]([CH:13]=[CH:14][C:15](C(O)=O)=[CH:16]2)=[CH:11][CH:10]=1)[C:2]1[CH:7]=[CH:6][CH:5]=[CH:4][CH:3]=1.C([N:24]([CH2:27]C)CC)C.C1(P(N=[N+]=[N-])(C2C=CC=CC=2)=[O:36])C=CC=CC=1.[C:46]([C:50]1[CH:51]=[C:52]([CH:54]=[CH:55][CH:56]=1)[NH2:53])([CH3:49])([CH3:48])[CH3:47], predict the reaction product. The product is: [CH2:1]([O:8][C:9]1[CH:18]=[C:17]2[C:12]([CH:13]=[CH:14][C:15]([NH:24][C:27]([NH:53][C:52]3[CH:54]=[CH:55][CH:56]=[C:50]([C:46]([CH3:49])([CH3:47])[CH3:48])[CH:51]=3)=[O:36])=[CH:16]2)=[CH:11][CH:10]=1)[C:2]1[CH:3]=[CH:4][CH:5]=[CH:6][CH:7]=1. (4) Given the reactants [N:1]([O-])=O.[Na+].[NH2:5][C:6]1[CH:14]=[C:13]([F:15])[C:12]([Br:16])=[CH:11][C:7]=1[C:8]([OH:10])=[O:9].C(O)(C)C.C(=O)=O.[Sn](Cl)[Cl:25], predict the reaction product. The product is: [ClH:25].[ClH:25].[Br:16][C:12]1[C:13]([F:15])=[CH:14][C:6]([NH:5][NH2:1])=[C:7]([CH:11]=1)[C:8]([OH:10])=[O:9].